Dataset: Forward reaction prediction with 1.9M reactions from USPTO patents (1976-2016). Task: Predict the product of the given reaction. Given the reactants [CH3:1][C:2]1[N:3]([C:7]2[CH:14]=[CH:13]C(C#N)=[CH:9][C:8]=2[C:15]([F:18])([F:17])[F:16])[CH:4]=[CH:5][N:6]=1.Cl.[C:20]([OH:23])(=[O:22])[CH3:21], predict the reaction product. The product is: [CH3:1][C:2]1[N:3]([C:7]2[CH:14]=[CH:13][C:21]([C:20]([OH:23])=[O:22])=[CH:9][C:8]=2[C:15]([F:18])([F:16])[F:17])[CH:4]=[CH:5][N:6]=1.